Dataset: Peptide-MHC class I binding affinity with 185,985 pairs from IEDB/IMGT. Task: Regression. Given a peptide amino acid sequence and an MHC pseudo amino acid sequence, predict their binding affinity value. This is MHC class I binding data. (1) The peptide sequence is WCSQTDYQYL. The MHC is HLA-A30:02 with pseudo-sequence HLA-A30:02. The binding affinity (normalized) is 0.143. (2) The peptide sequence is RQFPTLFEF. The MHC is Mamu-B3901 with pseudo-sequence Mamu-B3901. The binding affinity (normalized) is 0.677. (3) The peptide sequence is ATKRIRMA. The MHC is HLA-A02:06 with pseudo-sequence HLA-A02:06. The binding affinity (normalized) is 0. (4) The peptide sequence is YTVKYPYL. The MHC is H-2-Kb with pseudo-sequence H-2-Kb. The binding affinity (normalized) is 0.662. (5) The peptide sequence is NGNFNFERV. The MHC is HLA-B44:02 with pseudo-sequence HLA-B44:02. The binding affinity (normalized) is 0.213. (6) The peptide sequence is LFSTSAADIK. The MHC is HLA-A68:01 with pseudo-sequence HLA-A68:01. The binding affinity (normalized) is 0.625. (7) The peptide sequence is RENHTEGLL. The MHC is HLA-B83:01 with pseudo-sequence HLA-B83:01. The binding affinity (normalized) is 0.213.